From a dataset of Catalyst prediction with 721,799 reactions and 888 catalyst types from USPTO. Predict which catalyst facilitates the given reaction. (1) Reactant: Br[C:2]1[CH:28]=[CH:27][C:5]([CH2:6][S:7][C:8]2[C:18]3[CH2:17][CH2:16][N:15]([C:19]([O:21][C:22]([CH3:25])([CH3:24])[CH3:23])=[O:20])[CH2:14][CH2:13][C:12]=3[CH:11]=[CH:10][C:9]=2[Cl:26])=[CH:4][C:3]=1[F:29].[F:30][C:31]1[CH:32]=[CH:33][C:34]([O:40][CH3:41])=[C:35](B(O)O)[CH:36]=1.C(=O)([O-])[O-].[K+].[K+].C1(P(C2C=CC=CC=2)C2C=CC=CC=2)C=CC=CC=1. Product: [C:22]([O:21][C:19]([N:15]1[CH2:16][CH2:17][C:18]2[C:8]([S:7][CH2:6][C:5]3[CH:27]=[CH:28][C:2]([C:33]4[CH:32]=[C:31]([F:30])[CH:36]=[CH:35][C:34]=4[O:40][CH3:41])=[C:3]([F:29])[CH:4]=3)=[C:9]([Cl:26])[CH:10]=[CH:11][C:12]=2[CH2:13][CH2:14]1)=[O:20])([CH3:25])([CH3:24])[CH3:23]. The catalyst class is: 551. (2) Reactant: [CH2:1]([O:8][C:9]1[CH:34]=[CH:33][C:12]([CH2:13][C:14]2[C:30]([CH3:31])=[CH:29][C:17]([O:18][Si](C(C)C)(C(C)C)C(C)C)=[CH:16][C:15]=2[CH3:32])=[CH:11][C:10]=1[S:35]([C:38]1[CH:43]=[CH:42][C:41]([F:44])=[CH:40][CH:39]=1)(=[O:37])=[O:36])[C:2]1[CH:7]=[CH:6][CH:5]=[CH:4][CH:3]=1.[F-].C([N+](CCCC)(CCCC)CCCC)CCC. Product: [CH2:1]([O:8][C:9]1[CH:34]=[CH:33][C:12]([CH2:13][C:14]2[C:30]([CH3:31])=[CH:29][C:17]([OH:18])=[CH:16][C:15]=2[CH3:32])=[CH:11][C:10]=1[S:35]([C:38]1[CH:43]=[CH:42][C:41]([F:44])=[CH:40][CH:39]=1)(=[O:36])=[O:37])[C:2]1[CH:3]=[CH:4][CH:5]=[CH:6][CH:7]=1. The catalyst class is: 68. (3) Reactant: [CH:1]([C:4]1[C:12]2[C:7](=[CH:8][CH:9]=[C:10]([O:13][C:14]3[C:19]([CH3:20])=[CH:18][C:17]([NH:21][CH2:22][C:23]([O:25]CC)=[O:24])=[CH:16][C:15]=3[CH3:28])[CH:11]=2)[NH:6][CH:5]=1)([CH3:3])[CH3:2].[OH-].[Na+].Cl. Product: [CH:1]([C:4]1[C:12]2[C:7](=[CH:8][CH:9]=[C:10]([O:13][C:14]3[C:19]([CH3:20])=[CH:18][C:17]([NH:21][CH2:22][C:23]([OH:25])=[O:24])=[CH:16][C:15]=3[CH3:28])[CH:11]=2)[NH:6][CH:5]=1)([CH3:3])[CH3:2]. The catalyst class is: 12. (4) Reactant: [Cl:1][C:2]1[CH:3]=[C:4]([C:8]2[N:9]=[C:10]([N:16]3[C:20]4[CH:21]=[C:22]([O:25][CH:26]5[CH2:31][CH2:30][NH:29][CH2:28][CH2:27]5)[CH:23]=[CH:24][C:19]=4[N:18]=[CH:17]3)[S:11][C:12]=2[C:13]([NH2:15])=[O:14])[CH:5]=[CH:6][CH:7]=1.C=O.[C:34](O)(=O)C.C(O[BH-](OC(=O)C)OC(=O)C)(=O)C.[Na+]. Product: [Cl:1][C:2]1[CH:3]=[C:4]([C:8]2[N:9]=[C:10]([N:16]3[C:20]4[CH:21]=[C:22]([O:25][CH:26]5[CH2:27][CH2:28][N:29]([CH3:34])[CH2:30][CH2:31]5)[CH:23]=[CH:24][C:19]=4[N:18]=[CH:17]3)[S:11][C:12]=2[C:13]([NH2:15])=[O:14])[CH:5]=[CH:6][CH:7]=1. The catalyst class is: 138. (5) Reactant: [O:1]1CCCO[CH:2]1[C:7]1[CH:8]=[C:9]([N:13]2[C:17]([C:18]([NH:20][CH2:21][C:22]3[CH:27]=[CH:26][CH:25]=[CH:24][C:23]=3[O:28][CH3:29])=[O:19])=[CH:16][C:15]([C:30]([F:33])([F:32])[F:31])=[N:14]2)[CH:10]=[CH:11][CH:12]=1. Product: [CH:2]([C:7]1[CH:8]=[C:9]([N:13]2[C:17]([C:18]([NH:20][CH2:21][C:22]3[CH:27]=[CH:26][CH:25]=[CH:24][C:23]=3[O:28][CH3:29])=[O:19])=[CH:16][C:15]([C:30]([F:32])([F:33])[F:31])=[N:14]2)[CH:10]=[CH:11][CH:12]=1)=[O:1]. The catalyst class is: 313.